Regression. Given two drug SMILES strings and cell line genomic features, predict the synergy score measuring deviation from expected non-interaction effect. From a dataset of NCI-60 drug combinations with 297,098 pairs across 59 cell lines. (1) Drug 1: CC1=C(C(=CC=C1)Cl)NC(=O)C2=CN=C(S2)NC3=CC(=NC(=N3)C)N4CCN(CC4)CCO. Drug 2: C(CN)CNCCSP(=O)(O)O. Cell line: K-562. Synergy scores: CSS=60.5, Synergy_ZIP=0.261, Synergy_Bliss=-1.44, Synergy_Loewe=-22.3, Synergy_HSA=-3.11. (2) Drug 1: CCC1(CC2CC(C3=C(CCN(C2)C1)C4=CC=CC=C4N3)(C5=C(C=C6C(=C5)C78CCN9C7C(C=CC9)(C(C(C8N6C=O)(C(=O)OC)O)OC(=O)C)CC)OC)C(=O)OC)O.OS(=O)(=O)O. Drug 2: C1=NC(=NC(=O)N1C2C(C(C(O2)CO)O)O)N. Cell line: EKVX. Synergy scores: CSS=6.92, Synergy_ZIP=-2.17, Synergy_Bliss=-1.04, Synergy_Loewe=-3.02, Synergy_HSA=-3.62. (3) Drug 1: CNC(=O)C1=CC=CC=C1SC2=CC3=C(C=C2)C(=NN3)C=CC4=CC=CC=N4. Drug 2: CCCCC(=O)OCC(=O)C1(CC(C2=C(C1)C(=C3C(=C2O)C(=O)C4=C(C3=O)C=CC=C4OC)O)OC5CC(C(C(O5)C)O)NC(=O)C(F)(F)F)O. Cell line: SNB-75. Synergy scores: CSS=3.02, Synergy_ZIP=-0.699, Synergy_Bliss=1.32, Synergy_Loewe=2.16, Synergy_HSA=2.04.